Dataset: NCI-60 drug combinations with 297,098 pairs across 59 cell lines. Task: Regression. Given two drug SMILES strings and cell line genomic features, predict the synergy score measuring deviation from expected non-interaction effect. (1) Drug 1: C1CCC(CC1)NC(=O)N(CCCl)N=O. Drug 2: CC1CCC2CC(C(=CC=CC=CC(CC(C(=O)C(C(C(=CC(C(=O)CC(OC(=O)C3CCCCN3C(=O)C(=O)C1(O2)O)C(C)CC4CCC(C(C4)OC)OCCO)C)C)O)OC)C)C)C)OC. Cell line: OVCAR-4. Synergy scores: CSS=9.94, Synergy_ZIP=-6.80, Synergy_Bliss=-8.01, Synergy_Loewe=-16.3, Synergy_HSA=-5.55. (2) Drug 1: COC1=C(C=C2C(=C1)N=CN=C2NC3=CC(=C(C=C3)F)Cl)OCCCN4CCOCC4. Drug 2: C1=CN(C(=O)N=C1N)C2C(C(C(O2)CO)O)O.Cl. Cell line: SR. Synergy scores: CSS=19.7, Synergy_ZIP=-11.7, Synergy_Bliss=-9.17, Synergy_Loewe=-12.6, Synergy_HSA=-6.20. (3) Drug 1: C1=NC2=C(N1)C(=S)N=CN2. Drug 2: C1CN(CCN1C(=O)CCBr)C(=O)CCBr. Cell line: MDA-MB-231. Synergy scores: CSS=64.4, Synergy_ZIP=-2.48, Synergy_Bliss=2.53, Synergy_Loewe=-0.699, Synergy_HSA=5.63. (4) Drug 1: C1C(C(OC1N2C=NC3=C(N=C(N=C32)Cl)N)CO)O. Drug 2: C(CN)CNCCSP(=O)(O)O. Cell line: SK-OV-3. Synergy scores: CSS=-1.46, Synergy_ZIP=-1.83, Synergy_Bliss=-2.43, Synergy_Loewe=-5.50, Synergy_HSA=-5.66. (5) Synergy scores: CSS=48.9, Synergy_ZIP=-2.06, Synergy_Bliss=-0.520, Synergy_Loewe=0.867, Synergy_HSA=3.21. Cell line: UACC62. Drug 1: C1=C(C(=O)NC(=O)N1)F. Drug 2: C1=CC=C(C=C1)NC(=O)CCCCCCC(=O)NO. (6) Drug 1: CC1=C(C=C(C=C1)NC(=O)C2=CC=C(C=C2)CN3CCN(CC3)C)NC4=NC=CC(=N4)C5=CN=CC=C5. Drug 2: CC1C(C(CC(O1)OC2CC(CC3=C2C(=C4C(=C3O)C(=O)C5=CC=CC=C5C4=O)O)(C(=O)C)O)N)O. Cell line: LOX IMVI. Synergy scores: CSS=42.7, Synergy_ZIP=2.22, Synergy_Bliss=3.08, Synergy_Loewe=-42.1, Synergy_HSA=2.04.